This data is from Forward reaction prediction with 1.9M reactions from USPTO patents (1976-2016). The task is: Predict the product of the given reaction. (1) Given the reactants C[C:2]([CH3:5])([O-:4])[CH3:3].[K+].CS(C)=O.[F:11][CH:12]([F:24])[O:13][C:14]1[CH:19]=[CH:18][C:17]([N+:20]([O-:22])=[O:21])=[C:16]([CH3:23])[CH:15]=1.[OH2:25], predict the reaction product. The product is: [F:11][CH:12]([F:24])[O:4][C:2]1[CH:5]=[CH:18][C:17]([N+:20]([O-:21])=[O:25])=[C:16]([CH2:15][CH2:23][C:16]2[CH:15]=[C:14]([O:13][CH:12]([F:24])[F:11])[CH:19]=[CH:18][C:17]=2[N+:20]([O-:22])=[O:21])[CH:3]=1. (2) The product is: [Br:1][C:2]1[C:10]2[C:5](=[N:6][CH:7]=[C:8]([CH2:11][NH:12][C:13](=[O:19])[O:14][C:15]([CH3:16])([CH3:18])[CH3:17])[N:9]=2)[N:4]([S:22]([C:25]2[CH:31]=[CH:30][C:28]([CH3:29])=[CH:27][CH:26]=2)(=[O:24])=[O:23])[CH:3]=1. Given the reactants [Br:1][C:2]1[C:10]2[C:5](=[N:6][CH:7]=[C:8]([CH2:11][NH:12][C:13](=[O:19])[O:14][C:15]([CH3:18])([CH3:17])[CH3:16])[N:9]=2)[NH:4][CH:3]=1.[H-].[Na+].[S:22](Cl)([C:25]1[CH:31]=[CH:30][C:28]([CH3:29])=[CH:27][CH:26]=1)(=[O:24])=[O:23], predict the reaction product. (3) Given the reactants [F:1][C:2]([F:53])([F:52])[C:3]1[CH:4]=[C:5]([C@H:13]2[O:17][C:16](=[O:18])[N:15]([CH2:19][C:20]3[CH:21]=[C:22]4[C:26](=[CH:27][C:28]=3[C:29]3[CH:34]=[C:33]([CH:35]([CH3:37])[CH3:36])[C:32]([F:38])=[CH:31][C:30]=3[O:39][CH3:40])[CH2:25][N:24](C(OCC3C=CC=CC=3)=O)[CH2:23]4)[C@H:14]2[CH3:51])[CH:6]=[C:7]([C:9]([F:12])([F:11])[F:10])[CH:8]=1, predict the reaction product. The product is: [F:12][C:9]([F:10])([F:11])[C:7]1[CH:6]=[C:5]([C@H:13]2[O:17][C:16](=[O:18])[N:15]([CH2:19][C:20]3[CH:21]=[C:22]4[C:26](=[CH:27][C:28]=3[C:29]3[CH:34]=[C:33]([CH:35]([CH3:36])[CH3:37])[C:32]([F:38])=[CH:31][C:30]=3[O:39][CH3:40])[CH2:25][NH:24][CH2:23]4)[C@H:14]2[CH3:51])[CH:4]=[C:3]([C:2]([F:1])([F:52])[F:53])[CH:8]=1. (4) The product is: [Cl:16][C:14]1[N:15]=[C:11]([C:9]([NH:8][C@H:7]2[CH2:6][CH2:5][N:4]([C:19]3[S:20][C:21]4[C:27]([C:28]([O:30][CH2:31][CH3:32])=[O:29])=[CH:26][CH:25]=[CH:24][C:22]=4[N:23]=3)[CH2:3][C@H:2]2[NH:1][CH:33]2[CH2:36][CH2:35][CH2:34]2)=[O:10])[NH:12][C:13]=1[CH2:17][CH3:18]. Given the reactants [NH2:1][C@H:2]1[C@@H:7]([NH:8][C:9]([C:11]2[NH:12][C:13]([CH2:17][CH3:18])=[C:14]([Cl:16])[N:15]=2)=[O:10])[CH2:6][CH2:5][N:4]([C:19]2[S:20][C:21]3[C:27]([C:28]([O:30][CH2:31][CH3:32])=[O:29])=[CH:26][CH:25]=[CH:24][C:22]=3[N:23]=2)[CH2:3]1.[C:33]1(=O)[CH2:36][CH2:35][CH2:34]1.C(O[BH-](OC(=O)C)OC(=O)C)(=O)C.[Na+], predict the reaction product.